The task is: Regression. Given a peptide amino acid sequence and an MHC pseudo amino acid sequence, predict their binding affinity value. This is MHC class I binding data.. This data is from Peptide-MHC class I binding affinity with 185,985 pairs from IEDB/IMGT. (1) The peptide sequence is HPRARSMSS. The MHC is HLA-B51:01 with pseudo-sequence HLA-B51:01. The binding affinity (normalized) is 0.0847. (2) The peptide sequence is PVMNHKNKF. The MHC is HLA-A24:02 with pseudo-sequence HLA-A24:02. The binding affinity (normalized) is 0.569. (3) The peptide sequence is KVTAASPMLY. The MHC is HLA-A11:01 with pseudo-sequence HLA-A11:01. The binding affinity (normalized) is 0.752. (4) The peptide sequence is KKGGDVINY. The MHC is HLA-A31:01 with pseudo-sequence HLA-A31:01. The binding affinity (normalized) is 0.